Dataset: Catalyst prediction with 721,799 reactions and 888 catalyst types from USPTO. Task: Predict which catalyst facilitates the given reaction. (1) Reactant: [OH:1][CH2:2][C@H:3]1[O:8][C:7]([CH3:10])([CH3:9])[O:6][C@@H:5]([CH2:11][C:12]([N:14]([O:16][CH3:17])[CH3:15])=[O:13])[CH2:4]1.ClCCl.C(N(CC)CC)C.[CH3:28][S:29](Cl)(=[O:31])=[O:30]. Product: [CH3:28][S:29]([O:1][CH2:2][C@H:3]1[O:8][C:7]([CH3:10])([CH3:9])[O:6][C@@H:5]([CH2:11][C:12]([N:14]([O:16][CH3:17])[CH3:15])=[O:13])[CH2:4]1)(=[O:31])=[O:30]. The catalyst class is: 6. (2) Reactant: [Cl:1][C:2]1[CH:3]=[C:4]([NH:9][C:10]2[C:11]3[CH2:18][C:17](=[O:19])[NH:16][C:12]=3[N:13]=[CH:14][N:15]=2)[CH:5]=[CH:6][C:7]=1[F:8].[CH3:20][C:21]1[C:25]([C:26]([N:28]2[CH2:33][CH2:32][N:31]([CH3:34])[CH2:30][CH2:29]2)=[O:27])=[C:24]([CH3:35])[NH:23][C:22]=1[CH:36]=O. Product: [Cl:1][C:2]1[CH:3]=[C:4]([NH:9][C:10]2[C:11]3[C:18](=[CH:36][C:22]4[NH:23][C:24]([CH3:35])=[C:25]([C:26]([N:28]5[CH2:29][CH2:30][N:31]([CH3:34])[CH2:32][CH2:33]5)=[O:27])[C:21]=4[CH3:20])[C:17](=[O:19])[NH:16][C:12]=3[N:13]=[CH:14][N:15]=2)[CH:5]=[CH:6][C:7]=1[F:8]. The catalyst class is: 495. (3) Reactant: [F:1][C:2]1[CH:7]=[CH:6][C:5]([F:8])=[CH:4][C:3]=1[N+:9]([O-])=O.CC(=O)OCC. Product: [F:1][C:2]1[CH:7]=[CH:6][C:5]([F:8])=[CH:4][C:3]=1[NH2:9]. The catalyst class is: 19. (4) Reactant: C1CCN(C(N=NC(N2CCCCC2)=O)=O)CC1.[F:19][C:20]1[CH:25]=[CH:24][C:23]([CH:26]([OH:33])[CH2:27][N:28]2[CH:32]=[CH:31][N:30]=[CH:29]2)=[CH:22][CH:21]=1.[F:34][C:35]1[CH:40]=[CH:39][C:38]([C:41]2[CH:58]=[C:57](O)[CH:56]=[CH:55][C:42]=2[C:43]([NH:45][C@@H:46]([CH2:51][CH2:52][S:53][CH3:54])[C:47]([O:49][CH3:50])=[O:48])=[O:44])=[CH:37][CH:36]=1.C1(P(C2C=CC=CC=2)C2C=CC=CC=2)C=CC=CC=1. Product: [F:19][C:20]1[CH:25]=[CH:24][C:23]([CH:26]([O:33][C:57]2[CH:56]=[CH:55][C:42]([C:43]([NH:45][C@@H:46]([CH2:51][CH2:52][S:53][CH3:54])[C:47]([O:49][CH3:50])=[O:48])=[O:44])=[C:41]([C:38]3[CH:37]=[CH:36][C:35]([F:34])=[CH:40][CH:39]=3)[CH:58]=2)[CH2:27][N:28]2[CH:32]=[CH:31][N:30]=[CH:29]2)=[CH:22][CH:21]=1. The catalyst class is: 1. (5) Reactant: C([N:8]1[C:16]2[CH:15]=[CH:14][N:13]=[C:12]([O:17][CH3:18])[C:11]=2[CH:10]=[C:9]1[CH3:19])C1C=CC=CC=1.CC(C)([O-])C.[K+]. Product: [CH3:18][O:17][C:12]1[C:11]2[CH:10]=[C:9]([CH3:19])[NH:8][C:16]=2[CH:15]=[CH:14][N:13]=1. The catalyst class is: 1. (6) Reactant: [CH2:1]=[CH:2][C:3](=[CH2:5])C.[NH2-].[Li+].[CH3:8][O:9][C:10]([CH3:16])([O:12][CH2:13]C#C)[CH3:11].BrCC. Product: [CH3:8][O:9][C:10]([CH3:16])([O:12][CH2:13][C:5]#[C:3][CH2:2][CH3:1])[CH3:11]. The catalyst class is: 81. (7) Reactant: [NH2:1][C:2]1[NH:6][CH:5]=[N:4][C:3]=1[C:7]([NH2:9])=[O:8].[CH2:10](OS(C1C=CC(C)=CC=1)(=O)=O)[CH2:11][CH2:12][CH3:13].C([O-])([O-])=O.[Cs+].[Cs+]. Product: [NH2:1][C:2]1[N:6]([CH2:10][CH2:11][CH2:12][CH3:13])[CH:5]=[N:4][C:3]=1[C:7]([NH2:9])=[O:8]. The catalyst class is: 3.